Dataset: Peptide-MHC class II binding affinity with 134,281 pairs from IEDB. Task: Regression. Given a peptide amino acid sequence and an MHC pseudo amino acid sequence, predict their binding affinity value. This is MHC class II binding data. (1) The peptide sequence is VIPEGWKADTAYESK. The MHC is HLA-DQA10101-DQB10501 with pseudo-sequence HLA-DQA10101-DQB10501. The binding affinity (normalized) is 0.153. (2) The peptide sequence is TMTQMNQAFRNIVNM. The binding affinity (normalized) is 0.167. The MHC is HLA-DQA10301-DQB10302 with pseudo-sequence HLA-DQA10301-DQB10302. (3) The peptide sequence is VNGTWMIHTLEALDY. The MHC is DRB3_0101 with pseudo-sequence DRB3_0101. The binding affinity (normalized) is 0.382. (4) The peptide sequence is TLGEVWKRELNLLDK. The MHC is HLA-DQA10501-DQB10302 with pseudo-sequence HLA-DQA10501-DQB10302. The binding affinity (normalized) is 0.343. (5) The peptide sequence is SQDLCLSWNLNGLQAY. The MHC is HLA-DQA10301-DQB10302 with pseudo-sequence HLA-DQA10301-DQB10302. The binding affinity (normalized) is 0.263. (6) The peptide sequence is WLDAKSTWYGKPTGA. The MHC is HLA-DQA10102-DQB10502 with pseudo-sequence HLA-DQA10102-DQB10502. The binding affinity (normalized) is 0.0365.